This data is from Full USPTO retrosynthesis dataset with 1.9M reactions from patents (1976-2016). The task is: Predict the reactants needed to synthesize the given product. (1) Given the product [ClH:17].[N:27]12[CH2:16][CH2:15][CH:24]([CH2:19][CH2:20]1)[C@@H:23]([NH:25][C:12]([C:9]1[S:10][C:11]3[C:3]([C:1]#[N:2])=[CH:4][CH:5]=[CH:6][C:7]=3[CH:8]=1)=[O:14])[CH2:22]2, predict the reactants needed to synthesize it. The reactants are: [C:1]([C:3]1[C:11]2[S:10][C:9]([C:12]([OH:14])=O)=[CH:8][C:7]=2[CH:6]=[CH:5][CH:4]=1)#[N:2].[CH2:15](Cl)[CH2:16][Cl:17].[CH:19]1[CH:20]=C[C:22]2[N:27](O)N=[N:25][C:23]=2[CH:24]=1.C(N(CC)CC)C. (2) Given the product [CH2:1]([N:8]1[CH2:13][CH2:12][N:11]([C:14]([O:16][C:17]([CH3:18])([CH3:20])[CH3:19])=[O:15])[C@H:10]([CH2:21][C:22]2[CH:27]=[CH:26][CH:25]=[CH:24][C:23]=2[OH:38])[CH2:9]1)[C:2]1[CH:7]=[CH:6][CH:5]=[CH:4][CH:3]=1, predict the reactants needed to synthesize it. The reactants are: [CH2:1]([N:8]1[CH2:13][CH2:12][N:11]([C:14]([O:16][C:17]([CH3:20])([CH3:19])[CH3:18])=[O:15])[C@H:10]([CH2:21][C:22]2[CH:27]=[CH:26][CH:25]=[CH:24][C:23]=2B2OC(C)(C)C(C)(C)O2)[CH2:9]1)[C:2]1[CH:7]=[CH:6][CH:5]=[CH:4][CH:3]=1.S([O-])(O[O-])(=O)=[O:38].[K+].[K+].S([O-])([O-])(=O)=S.[Na+].[Na+]. (3) The reactants are: [C:1]([O:5][C:6]([N:8]1[CH2:13][CH2:12][CH:11]([NH:14][C:15](=[O:21])[CH2:16][C:17]([O:19][CH3:20])=[O:18])[CH:10]([C:22]([O:24]C)=O)[CH2:9]1)=[O:7])([CH3:4])([CH3:3])[CH3:2].C[O-].[Na+].CO.N#N. Given the product [C:1]([O:5][C:6]([N:8]1[CH2:13][CH2:12][CH:11]2[CH:10]([C:22]([OH:24])=[C:16]([C:17]([O:19][CH3:20])=[O:18])[C:15](=[O:21])[NH:14]2)[CH2:9]1)=[O:7])([CH3:3])([CH3:4])[CH3:2], predict the reactants needed to synthesize it. (4) Given the product [Cl:10][C:11]1[N:16]=[C:15]([NH:9][C:6]2[CH:5]=[C:4]([CH:1]3[CH2:3][CH2:2]3)[NH:8][N:7]=2)[CH:14]=[C:13]([C:18]([F:21])([F:19])[F:20])[N:12]=1, predict the reactants needed to synthesize it. The reactants are: [CH:1]1([C:4]2[NH:8][N:7]=[C:6]([NH2:9])[CH:5]=2)[CH2:3][CH2:2]1.[Cl:10][C:11]1[N:16]=[C:15](Cl)[CH:14]=[C:13]([C:18]([F:21])([F:20])[F:19])[N:12]=1.CCN(C(C)C)C(C)C. (5) Given the product [CH3:27][C:23]1[CH:22]=[C:21]([CH3:28])[C:20]([B:9]2[O:10][C:11]([CH3:16])([CH3:17])[C:12]([CH3:14])([CH3:15])[O:13]2)=[CH:26][C:24]=1[NH2:25], predict the reactants needed to synthesize it. The reactants are: [CH3:16][C:11]1([CH3:17])[C:12]([CH3:15])([CH3:14])[O:13][B:9]([B:9]2[O:13][C:12]([CH3:15])([CH3:14])[C:11]([CH3:17])([CH3:16])[O:10]2)[O:10]1.Br[C:20]1[C:21]([CH3:28])=[CH:22][C:23]([CH3:27])=[C:24]([CH:26]=1)[NH2:25].C([O-])(=O)C.[K+].